This data is from Reaction yield outcomes from USPTO patents with 853,638 reactions. The task is: Predict the reaction yield, written as a fraction of the theoretical maximum amount of product (1.0 means a 100% yield; for example, 0.34 means a 34% yield). (1) The catalyst is C1COCC1.CCO.[Pd]. The yield is 0.600. The reactants are C([O:8][CH2:9][CH2:10][C:11]1[N:12]=[C:13]([C:17]2[CH:22]=[CH:21][C:20]([N:23]([CH3:30])[C:24]3[CH:29]=[CH:28][CH:27]=[CH:26][CH:25]=3)=[CH:19][CH:18]=2)[O:14][C:15]=1[CH3:16])C1C=CC=CC=1.[H][H]. The product is [CH3:16][C:15]1[O:14][C:13]([C:17]2[CH:18]=[CH:19][C:20]([N:23]([CH3:30])[C:24]3[CH:29]=[CH:28][CH:27]=[CH:26][CH:25]=3)=[CH:21][CH:22]=2)=[N:12][C:11]=1[CH2:10][CH2:9][OH:8]. (2) The reactants are [C:1]([O:11][CH3:12])(=O)[CH2:2][CH2:3][CH2:4][CH2:5][C:6]([O:8][CH3:9])=O.[NH2:13][C@H:14](CO)[CH:15]([CH3:17])[CH3:16]. The catalyst is ClC1C=CC=CC=1. The product is [CH:15]([C@H:14]1[CH2:12][O:11][C:1]([CH2:2][CH2:3][CH2:4][CH2:5][C:6]2[O:8][CH2:9][C@H:14]([CH:15]([CH3:17])[CH3:16])[N:13]=2)=[N:13]1)([CH3:17])[CH3:16]. The yield is 0.648. (3) The reactants are Cl.[CH3:2][C@H:3]1[CH2:8][NH:7][C@@H:6]([CH3:9])[CH2:5][N:4]1[C:10]([O:12][C:13]([CH3:16])([CH3:15])[CH3:14])=[O:11].Cl[C:18]1[CH:23]=[CH:22][N:21]=[CH:20][C:19]=1[N+:24]([O-:26])=[O:25].CCN(C(C)C)C(C)C. The catalyst is CC(O)C. The product is [CH3:2][C@H:3]1[CH2:8][N:7]([C:18]2[CH:23]=[CH:22][N:21]=[CH:20][C:19]=2[N+:24]([O-:26])=[O:25])[C@@H:6]([CH3:9])[CH2:5][N:4]1[C:10]([O:12][C:13]([CH3:14])([CH3:16])[CH3:15])=[O:11]. The yield is 0.590. (4) The reactants are [C:1]([NH:4][C:5]1[S:6][CH:7]=[C:8]([CH2:10][CH2:11][C:12]2[CH:20]=[CH:19][C:15]([C:16](O)=[O:17])=[C:14]([F:21])[CH:13]=2)[N:9]=1)(=[O:3])[CH3:2].C(N1C=CN=C1)(N1C=CN=C1)=O.[BH4-].[Na+].O. The catalyst is O1CCCC1. The product is [F:21][C:14]1[CH:13]=[C:12]([CH2:11][CH2:10][C:8]2[N:9]=[C:5]([NH:4][C:1](=[O:3])[CH3:2])[S:6][CH:7]=2)[CH:20]=[CH:19][C:15]=1[CH2:16][OH:17]. The yield is 0.647. (5) The reactants are [C:1]([C:4]1[CH:10]=[CH:9][C:7](N)=[C:6]([F:11])[CH:5]=1)(=[O:3])[CH3:2].Cl.[N+:13]([O-])([O-])=O.[Na+].[S:18](=[O:20])=[O:19]. The catalyst is O.C(O)(=O)C.O.O.[Cu](Cl)Cl. The product is [C:1]([C:4]1[CH:10]=[CH:9][C:7]([S:18]([NH2:13])(=[O:20])=[O:19])=[C:6]([F:11])[CH:5]=1)(=[O:3])[CH3:2]. The yield is 0.460. (6) The reactants are [CH3:1][O:2][C:3]1[CH:4]=[CH:5][C:6]2[O:10][C:9]([CH:11]([NH:18][C:19]3[CH:28]=[CH:27][C:22]([C:23]([O:25]C)=[O:24])=[CH:21][CH:20]=3)[CH2:12][CH2:13][CH2:14][CH2:15][S:16][CH3:17])=[C:8]([CH3:29])[C:7]=2[CH:30]=1.O1CCCC1.[OH-].[Na+]. The catalyst is C(O)C. The product is [CH3:1][O:2][C:3]1[CH:4]=[CH:5][C:6]2[O:10][C:9]([CH:11]([NH:18][C:19]3[CH:20]=[CH:21][C:22]([C:23]([OH:25])=[O:24])=[CH:27][CH:28]=3)[CH2:12][CH2:13][CH2:14][CH2:15][S:16][CH3:17])=[C:8]([CH3:29])[C:7]=2[CH:30]=1. The yield is 0.940. (7) The reactants are CO[C:3]1[CH:8]([N:9]2[C:17](=[O:18])[C:16]3[C:11](=[CH:12][CH:13]=[CH:14][CH:15]=3)[C:10]2=[O:19])[CH2:7][CH2:6][CH2:5][N:4]=1.[Cl-:20].[NH4+:21]. The catalyst is CO. The product is [ClH:20].[NH2:21][C:3]1[CH:8]([N:9]2[C:17](=[O:18])[C:16]3[C:11](=[CH:12][CH:13]=[CH:14][CH:15]=3)[C:10]2=[O:19])[CH2:7][CH2:6][CH2:5][N:4]=1. The yield is 0.950.